Predict which catalyst facilitates the given reaction. From a dataset of Catalyst prediction with 721,799 reactions and 888 catalyst types from USPTO. Product: [I:14][C:11]1[CH:12]=[CH:13][C:8]([CH2:7][S:3][C:1](=[O:4])[CH3:2])=[CH:9][CH:10]=1. Reactant: [C:1]([O-:4])(=[S:3])[CH3:2].[K+].Br[CH2:7][C:8]1[CH:13]=[CH:12][C:11]([I:14])=[CH:10][CH:9]=1.O. The catalyst class is: 80.